Predict the product of the given reaction. From a dataset of Forward reaction prediction with 1.9M reactions from USPTO patents (1976-2016). (1) Given the reactants [CH2:1]([O:8][C:9]([NH:11][CH2:12][CH2:13][C:14]([OH:16])=O)=[O:10])[C:2]1[CH:7]=[CH:6][CH:5]=[CH:4][CH:3]=1.Cl.CN(C)CCCN=C=NCC.OC1C2N=NNC=2C=CC=1.C(N(CC)CC)C.[NH2:46][CH2:47][CH:48]([OH:52])[CH:49]([CH3:51])[CH3:50], predict the reaction product. The product is: [OH:52][CH:48]([CH:49]([CH3:51])[CH3:50])[CH2:47][NH:46][C:14]([CH2:13][CH2:12][NH:11][C:9](=[O:10])[O:8][CH2:1][C:2]1[CH:3]=[CH:4][CH:5]=[CH:6][CH:7]=1)=[O:16]. (2) Given the reactants [Cl:1][C:2]1[CH:10]=[C:9]([C:11]([NH:13][CH:14]([C:16]2[NH:20][C:19]3[CH:21]=[CH:22][C:23]([Cl:25])=[CH:24][C:18]=3[N:17]=2)[CH3:15])=[O:12])[CH:8]=[CH:7][C:3]=1[C:4](O)=[O:5].[OH:26][N:27]1[CH2:32][CH2:31][NH:30][CH2:29][CH2:28]1.C(N(C(C)C)CC)(C)C.ClCl, predict the reaction product. The product is: [Cl:1][C:2]1[CH:10]=[C:9]([CH:8]=[CH:7][C:3]=1[C:4]([N:30]1[CH2:31][CH2:32][N:27]([OH:26])[CH2:28][CH2:29]1)=[O:5])[C:11]([NH:13][CH:14]([C:16]1[NH:20][C:19]2[CH:21]=[CH:22][C:23]([Cl:25])=[CH:24][C:18]=2[N:17]=1)[CH3:15])=[O:12]. (3) Given the reactants Br[C:2]1[CH:7]=[CH:6][C:5]([Br:8])=[CH:4][N:3]=1.[OH-].[K+].[OH:11][CH2:12][CH2:13][N:14]1[CH2:18][CH2:17][CH2:16][CH2:15]1.C1OCCOCCOCCOCCOCCOC1, predict the reaction product. The product is: [Br:8][C:5]1[CH:6]=[CH:7][C:2]([O:11][CH2:12][CH2:13][N:14]2[CH2:18][CH2:17][CH2:16][CH2:15]2)=[N:3][CH:4]=1. (4) Given the reactants [F-].[K+].[NH2:3][C:4]1[C:9]([F:10])=[C:8](Cl)[N:7]=[C:6]([C:12]([O:14][CH3:15])=[O:13])[C:5]=1[CH:16]=[CH2:17].CC1(C)C(C)(C)OB([C:26]2[CH:33]=[CH:32][C:29]([C:30]#[N:31])=[CH:28][CH:27]=2)O1.C(#N)C, predict the reaction product. The product is: [NH2:3][C:4]1[C:9]([F:10])=[C:8]([C:26]2[CH:33]=[CH:32][C:29]([C:30]#[N:31])=[CH:28][CH:27]=2)[N:7]=[C:6]([C:12]([O:14][CH3:15])=[O:13])[C:5]=1[CH:16]=[CH2:17]. (5) Given the reactants [O:1]([C:8]1[CH:13]=[CH:12][CH:11]=[CH:10][C:9]=1[NH:14][S:15]([C:18]1[CH:26]=[CH:25][C:21]([C:22](O)=[O:23])=[CH:20][CH:19]=1)(=[O:17])=[O:16])[C:2]1[CH:7]=[CH:6][CH:5]=[CH:4][CH:3]=1.Cl.[C:28]([O:32][C:33](=[O:39])[C@H:34]([CH:36]([CH3:38])[CH3:37])[NH2:35])([CH3:31])([CH3:30])[CH3:29], predict the reaction product. The product is: [C:28]([O:32][C:33](=[O:39])[C@@H:34]([NH:35][C:22](=[O:23])[C:21]1[CH:20]=[CH:19][C:18]([S:15](=[O:16])(=[O:17])[NH:14][C:9]2[CH:10]=[CH:11][CH:12]=[CH:13][C:8]=2[O:1][C:2]2[CH:7]=[CH:6][CH:5]=[CH:4][CH:3]=2)=[CH:26][CH:25]=1)[CH:36]([CH3:37])[CH3:38])([CH3:31])([CH3:30])[CH3:29]. (6) Given the reactants [CH3:1][O:2][C:3]([C:5]1[CH:10]=[CH:9][C:8]([C:11]2[CH:16]=[CH:15][CH:14]=[CH:13][CH:12]=2)=[C:7]([N+:17]([O-])=O)[CH:6]=1)=[O:4], predict the reaction product. The product is: [CH3:1][O:2][C:3]([C:5]1[CH:10]=[CH:9][C:8]([C:11]2[CH:12]=[CH:13][CH:14]=[CH:15][CH:16]=2)=[C:7]([NH2:17])[CH:6]=1)=[O:4].